This data is from Forward reaction prediction with 1.9M reactions from USPTO patents (1976-2016). The task is: Predict the product of the given reaction. (1) Given the reactants Br[C:2]1[N:3]([C:25]2[CH:26]=[N:27][N:28]([CH2:30][CH2:31][CH3:32])[CH:29]=2)[C:4]2[C:9]([C:10]=1[S:11][C:12]1[CH:13]=[C:14]([CH:20]=[CH:21][CH:22]=1)[C:15]([O:17][CH2:18][CH3:19])=[O:16])=[CH:8][CH:7]=[C:6]([Cl:23])[C:5]=2[F:24].CC([O-])=O.[K+].[CH:38]1(B(O)O)[CH2:40][CH2:39]1, predict the reaction product. The product is: [Cl:23][C:6]1[C:5]([F:24])=[C:4]2[C:9]([C:10]([S:11][C:12]3[CH:13]=[C:14]([CH:20]=[CH:21][CH:22]=3)[C:15]([O:17][CH2:18][CH3:19])=[O:16])=[C:2]([CH:38]3[CH2:40][CH2:39]3)[N:3]2[C:25]2[CH:26]=[N:27][N:28]([CH2:30][CH2:31][CH3:32])[CH:29]=2)=[CH:8][CH:7]=1. (2) Given the reactants [Cl:1][C:2]1[C:3]([N:16]2[CH2:21][CH2:20][N:19]([C:22]([O:24][C:25]([CH3:28])([CH3:27])[CH3:26])=[O:23])[CH2:18][CH2:17]2)=[N:4][CH:5]=[C:6]([C:8]([NH:10][CH2:11][CH:12](O)[CH2:13][CH3:14])=[O:9])[CH:7]=1.CCN(C(C)C)C(C)C.CS(Cl)(=O)=O, predict the reaction product. The product is: [Cl:1][C:2]1[C:3]([N:16]2[CH2:21][CH2:20][N:19]([C:22]([O:24][C:25]([CH3:27])([CH3:28])[CH3:26])=[O:23])[CH2:18][CH2:17]2)=[N:4][CH:5]=[C:6]([C:8]2[O:9][CH:12]([CH2:13][CH3:14])[CH2:11][N:10]=2)[CH:7]=1. (3) The product is: [CH3:9][O:8][C:7]1[CH:6]=[CH:5][C:4]([CH:10]2[CH2:11][CH2:12][NH:13][CH2:14][CH2:15]2)=[C:3]([CH3:18])[CH:2]=1. Given the reactants F[C:2]1[CH:3]=[C:4]([C:10]2[CH2:11][CH2:12][NH:13][CH2:14][CH:15]=2)[CH:5]=[CH:6][C:7]=1[O:8][CH3:9].[H][H].[CH3:18]O, predict the reaction product. (4) The product is: [C:26]([C:25]1[CH:28]=[C:29]([C:32]2[N:37]=[C:36]([NH:38][C:39]3[CH:40]=[CH:41][C:42]([N:45]4[CH2:50][CH2:49][N:48]([CH:51]5[CH2:52][O:53][CH2:54]5)[CH2:47][CH2:46]4)=[CH:43][CH:44]=3)[N:35]=[CH:34][N:33]=2)[CH:30]=[CH:31][C:24]=1[O:8][CH:7]1[CH2:6][CH2:5][N:4]([C:9]([O:11][C:12]([CH3:13])([CH3:15])[CH3:14])=[O:10])[CH2:3][C:2]1([F:1])[F:16])#[N:27]. Given the reactants [F:1][C:2]1([F:16])[CH:7]([OH:8])[CH2:6][CH2:5][N:4]([C:9]([O:11][C:12]([CH3:15])([CH3:14])[CH3:13])=[O:10])[CH2:3]1.CC(C)([O-])C.[K+].F[C:24]1[CH:31]=[CH:30][C:29]([C:32]2[N:37]=[C:36]([NH:38][C:39]3[CH:44]=[CH:43][C:42]([N:45]4[CH2:50][CH2:49][N:48]([CH:51]5[CH2:54][O:53][CH2:52]5)[CH2:47][CH2:46]4)=[CH:41][CH:40]=3)[N:35]=[CH:34][N:33]=2)=[CH:28][C:25]=1[C:26]#[N:27], predict the reaction product. (5) The product is: [C:1]([O:5][C:6](=[O:8])[NH:7][CH2:10][C:11]1[O:12][C:32]([C:19]2[CH:20]=[CH:21][C:16]([C@@H:15]([OH:26])[C@H:14]([NH:13][C:11](=[O:12])[CH:10]([Cl:29])[Cl:9])[CH2:27][F:28])=[CH:17][CH:18]=2)=[CH:38][N:13]=1)([CH3:4])([CH3:3])[CH3:2]. Given the reactants [C:1]([O:5][C:6](=[O:8])[NH2:7])([CH3:4])([CH3:3])[CH3:2].[Cl:9][CH:10]([Cl:29])[C:11]([NH:13][C@H:14]([CH2:27][F:28])[C@H:15]([OH:26])[C:16]1[CH:21]=[CH:20][C:19]([Sn](C)(C)C)=[CH:18][CH:17]=1)=[O:12].[F-].[Cs+].[C:32]1([CH3:38])C=CC=CC=1, predict the reaction product. (6) Given the reactants C(O)(=O)C.Br[C:6]1[C:7]([NH:12][C:13]([NH:15][CH2:16][C:17]2[CH:22]=[CH:21][CH:20]=[CH:19][C:18]=2[O:23][CH3:24])=[NH:14])=[N:8][CH:9]=[CH:10][CH:11]=1.[C:25]1(OB(O)O)[CH:30]=[CH:29][CH:28]=[CH:27][CH:26]=1.C(=O)([O-])[O-].[Na+].[Na+], predict the reaction product. The product is: [CH3:24][O:23][C:18]1[CH:19]=[CH:20][CH:21]=[CH:22][C:17]=1[CH2:16][NH:15][C:13]([NH:12][C:7]1[C:6]([C:25]2[CH:30]=[CH:29][CH:28]=[CH:27][CH:26]=2)=[CH:11][CH:10]=[CH:9][N:8]=1)=[NH:14]. (7) The product is: [CH3:16][N:17]1[CH2:2][C:3]2[C:4](=[CH:9][C:10]([N+:13]([O-:15])=[O:14])=[CH:11][CH:12]=2)[C:5]1=[O:6]. Given the reactants Br[CH2:2][C:3]1[CH:12]=[CH:11][C:10]([N+:13]([O-:15])=[O:14])=[CH:9][C:4]=1[C:5](OC)=[O:6].[CH3:16][NH2:17], predict the reaction product. (8) Given the reactants [Br:1][C:2]1[CH:10]=[C:9]2[C:5]([CH:6]=[N:7][NH:8]2)=[C:4]([CH3:11])[CH:3]=1.CC1C=CC(S(O)(=O)=O)=CC=1.[O:23]1[CH:28]=[CH:27][CH2:26][CH2:25][CH2:24]1, predict the reaction product. The product is: [Br:1][C:2]1[CH:10]=[C:9]2[C:5]([CH:6]=[N:7][N:8]2[CH:24]2[CH2:25][CH2:26][CH2:27][CH2:28][O:23]2)=[C:4]([CH3:11])[CH:3]=1. (9) Given the reactants [Br:1][C:2]1[CH:3]=[C:4]2[C:8](=[CH:9][CH:10]=1)[NH:7][C:6](=[O:11])[CH2:5]2.[CH2:12]([N:14]([CH2:34][CH3:35])[CH2:15][CH2:16][CH2:17][NH:18][C:19]([C:21]1[C:25]([CH:26]([CH3:28])[CH3:27])=[C:24]([CH:29]=O)[NH:23][C:22]=1[CH:31]([CH3:33])[CH3:32])=[O:20])[CH3:13], predict the reaction product. The product is: [CH2:34]([N:14]([CH2:12][CH3:13])[CH2:15][CH2:16][CH2:17][NH:18][C:19]([C:21]1[C:25]([CH:26]([CH3:28])[CH3:27])=[C:24]([CH:29]=[C:5]2[C:4]3[C:8](=[CH:9][CH:10]=[C:2]([Br:1])[CH:3]=3)[NH:7][C:6]2=[O:11])[NH:23][C:22]=1[CH:31]([CH3:33])[CH3:32])=[O:20])[CH3:35]. (10) Given the reactants C[O:2][C:3](=O)[CH2:4][CH2:5][CH2:6][CH2:7][CH2:8][O:9][C:10]1[CH:11]=[CH:12][C:13]2[N:17]=[C:16]([S:18][CH2:19][CH2:20][CH3:21])[N:15]([C:22]3[CH:27]=[CH:26][C:25]([CH3:28])=[CH:24][CH:23]=3)[C:14]=2[CH:29]=1.[CH3:31][O:32][CH2:33][CH2:34][CH2:35][NH2:36], predict the reaction product. The product is: [CH3:31][O:32][CH2:33][CH2:34][CH2:35][NH:36][C:3](=[O:2])[CH2:4][CH2:5][CH2:6][CH2:7][CH2:8][O:9][C:10]1[CH:11]=[CH:12][C:13]2[N:17]=[C:16]([S:18][CH2:19][CH2:20][CH3:21])[N:15]([C:22]3[CH:27]=[CH:26][C:25]([CH3:28])=[CH:24][CH:23]=3)[C:14]=2[CH:29]=1.